This data is from Merck oncology drug combination screen with 23,052 pairs across 39 cell lines. The task is: Regression. Given two drug SMILES strings and cell line genomic features, predict the synergy score measuring deviation from expected non-interaction effect. (1) Drug 1: O=P1(N(CCCl)CCCl)NCCCO1. Drug 2: C#Cc1cccc(Nc2ncnc3cc(OCCOC)c(OCCOC)cc23)c1. Cell line: T47D. Synergy scores: synergy=26.2. (2) Drug 1: NC1(c2ccc(-c3nc4ccn5c(=O)[nH]nc5c4cc3-c3ccccc3)cc2)CCC1. Drug 2: CC(C)CC(NC(=O)C(Cc1ccccc1)NC(=O)c1cnccn1)B(O)O. Cell line: LOVO. Synergy scores: synergy=9.06.